Dataset: Peptide-MHC class I binding affinity with 185,985 pairs from IEDB/IMGT. Task: Regression. Given a peptide amino acid sequence and an MHC pseudo amino acid sequence, predict their binding affinity value. This is MHC class I binding data. (1) The peptide sequence is IRSCWRYRK. The MHC is HLA-A03:01 with pseudo-sequence HLA-A03:01. The binding affinity (normalized) is 0.171. (2) The peptide sequence is KLLPVHYYM. The MHC is HLA-B27:05 with pseudo-sequence HLA-B27:05. The binding affinity (normalized) is 0.369. (3) The peptide sequence is EYKKSLYKF. The MHC is HLA-A26:03 with pseudo-sequence HLA-A26:03. The binding affinity (normalized) is 0.287. (4) The peptide sequence is GYDRRGEKY. The MHC is HLA-B46:01 with pseudo-sequence HLA-B46:01. The binding affinity (normalized) is 0.0847. (5) The peptide sequence is MTATPPGSR. The MHC is HLA-A68:01 with pseudo-sequence HLA-A68:01. The binding affinity (normalized) is 0.731.